From a dataset of Full USPTO retrosynthesis dataset with 1.9M reactions from patents (1976-2016). Predict the reactants needed to synthesize the given product. (1) Given the product [N:1]([CH:23]1[CH:22]([CH3:21])[CH:28]([C:29]2[N:33]([CH3:34])[N:32]=[CH:31][C:30]=2[N+:35]([O-:37])=[O:36])[O:27][CH2:26][C:25]1([CH3:38])[OH:24])=[N+:2]=[N-:3], predict the reactants needed to synthesize it. The reactants are: [N:1](C1CCOC(C2N(C)N=CC=2[N+]([O-])=O)CC1O)=[N+:2]=[N-:3].[CH3:21][CH:22]1[CH:28]([C:29]2[N:33]([CH3:34])[N:32]=[CH:31][C:30]=2[N+:35]([O-:37])=[O:36])[O:27][CH2:26][C:25]2([CH3:38])[CH:23]1[O:24]2. (2) Given the product [C:1]([C:3]1[CH:4]=[C:5]([CH:21]([CH3:23])[CH3:22])[C:6]2[O:10][C:9]([C:11]3[CH:19]=[CH:18][C:14]([C:15]([NH:24][CH2:25][C@H:26]4[CH2:31][CH2:30][C@H:29]([CH2:32][CH2:33][OH:34])[CH2:28][CH2:27]4)=[O:16])=[CH:13][CH:12]=3)=[N:8][C:7]=2[CH:20]=1)#[N:2], predict the reactants needed to synthesize it. The reactants are: [C:1]([C:3]1[CH:4]=[C:5]([CH:21]([CH3:23])[CH3:22])[C:6]2[O:10][C:9]([C:11]3[CH:19]=[CH:18][C:14]([C:15](O)=[O:16])=[CH:13][CH:12]=3)=[N:8][C:7]=2[CH:20]=1)#[N:2].[NH2:24][CH2:25][C@H:26]1[CH2:31][CH2:30][C@H:29]([CH2:32][CH2:33][OH:34])[CH2:28][CH2:27]1. (3) Given the product [CH3:1][O:2][C:3]([C:5]1[CH:10]=[C:9]([N:20]2[CH2:25][CH2:24][O:23][CH2:22][CH2:21]2)[N:8]=[C:7]([Cl:12])[N:6]=1)=[O:4], predict the reactants needed to synthesize it. The reactants are: [CH3:1][O:2][C:3]([C:5]1[CH:10]=[C:9](Cl)[N:8]=[C:7]([Cl:12])[N:6]=1)=[O:4].C(N(CC)CC)C.[NH:20]1[CH2:25][CH2:24][O:23][CH2:22][CH2:21]1. (4) Given the product [Br:12][C:13]1[CH:20]=[CH:19][C:16]([CH2:17][N:4]2[C:5]3[CH:10]=[CH:9][CH:8]=[CH:7][C:6]=3[N:2]([CH3:1])[C:3]2=[NH:11])=[CH:15][CH:14]=1, predict the reactants needed to synthesize it. The reactants are: [CH3:1][N:2]1[C:6]2[CH:7]=[CH:8][CH:9]=[CH:10][C:5]=2[NH:4][C:3]1=[NH:11].[Br:12][C:13]1[CH:20]=[CH:19][C:16]([CH2:17]Br)=[CH:15][CH:14]=1. (5) The reactants are: CON(C)[C:4]([C:6]1[O:19][C:9]2=[N:10][C:11]([CH3:18])=[CH:12][C:13]([C:14]([F:17])([F:16])[F:15])=[C:8]2[CH:7]=1)=[O:5].[CH3:21][Mg+].[Br-]. Given the product [CH3:18][C:11]1[N:10]=[C:9]2[O:19][C:6]([C:4](=[O:5])[CH3:21])=[CH:7][C:8]2=[C:13]([C:14]([F:15])([F:16])[F:17])[CH:12]=1, predict the reactants needed to synthesize it. (6) Given the product [Cl:1][C:2]1[CH:3]=[CH:4][C:5]([CH3:19])=[C:6]([CH:18]=1)[CH2:7][NH:8][C:9]([C:11]1[C:15]([CH2:16][O:17][Si:36]([CH:43]([CH3:45])[CH3:44])([CH:40]([CH3:42])[CH3:41])[CH:37]([CH3:39])[CH3:38])=[N:14][O:13][N:12]=1)=[O:10], predict the reactants needed to synthesize it. The reactants are: [Cl:1][C:2]1[CH:3]=[CH:4][C:5]([CH3:19])=[C:6]([CH:18]=1)[CH2:7][NH:8][C:9]([C:11]1[C:15]([CH2:16][OH:17])=[N:14][O:13][N:12]=1)=[O:10].N1C(C)=CC=CC=1C.O([Si:36]([CH:43]([CH3:45])[CH3:44])([CH:40]([CH3:42])[CH3:41])[CH:37]([CH3:39])[CH3:38])S(C(F)(F)F)(=O)=O. (7) Given the product [CH3:1][O:2][C:3](=[O:45])[NH:4][C@H:5]([C:10]([NH:12][N:13]([CH2:14][C@:15]([OH:36])([C:23](=[O:35])[NH:24][C@H:25]1[C:33]2[C:28](=[CH:29][CH:30]=[CH:31][CH:32]=2)[CH2:27][C@H:26]1[OH:34])[CH2:16][C:17]1[CH:22]=[CH:21][CH:20]=[CH:19][CH:18]=1)[CH2:37][C:38]1[CH:43]=[CH:42][C:41]([C:47]#[C:46][C:48]2[CH:49]=[N:50][CH:51]=[CH:52][CH:53]=2)=[CH:40][CH:39]=1)=[O:11])[C:6]([CH3:9])([CH3:8])[CH3:7], predict the reactants needed to synthesize it. The reactants are: [CH3:1][O:2][C:3](=[O:45])[NH:4][C@H:5]([C:10]([NH:12][N:13]([CH2:37][C:38]1[CH:43]=[CH:42][C:41](Br)=[CH:40][CH:39]=1)[CH2:14][C@:15]([OH:36])([C:23](=[O:35])[NH:24][C@H:25]1[C:33]2[C:28](=[CH:29][CH:30]=[CH:31][CH:32]=2)[CH2:27][C@H:26]1[OH:34])[CH2:16][C:17]1[CH:22]=[CH:21][CH:20]=[CH:19][CH:18]=1)=[O:11])[C:6]([CH3:9])([CH3:8])[CH3:7].[C:46]([C:48]1[CH:49]=[N:50][CH:51]=[CH:52][CH:53]=1)#[CH:47].CCN(CC)CC.CN(C=O)C. (8) Given the product [O:7]([CH2:11][C:12]1[S:16][C:15]([C:17]([OH:19])=[O:18])=[N:14][CH:13]=1)[C:1]1[CH:6]=[CH:5][CH:4]=[CH:3][CH:2]=1, predict the reactants needed to synthesize it. The reactants are: [C:1]1([OH:7])[CH:6]=[CH:5][CH:4]=[CH:3][CH:2]=1.[OH-].[K+].Cl[CH2:11][C:12]1[S:16][C:15]([C:17]([O:19]CC)=[O:18])=[N:14][CH:13]=1.O. (9) The reactants are: Cl.[NH2:2][OH:3].[OH-].[K+].C[O:7][C:8]([CH:10]([NH:15][C:16](=[O:22])[O:17][C:18]([CH3:21])([CH3:20])[CH3:19])[CH2:11][CH2:12][CH2:13][CH3:14])=O.O. Given the product [OH:3][NH:2][C:8]([CH:10]([NH:15][C:16](=[O:22])[O:17][C:18]([CH3:21])([CH3:20])[CH3:19])[CH2:11][CH2:12][CH2:13][CH3:14])=[O:7], predict the reactants needed to synthesize it.